The task is: Predict the reactants needed to synthesize the given product.. This data is from Full USPTO retrosynthesis dataset with 1.9M reactions from patents (1976-2016). (1) Given the product [CH2:10]([O:36][C:34]([CH:33]1[CH:18]([CH3:17])[CH:19]([C:20]2[CH:31]=[C:28]([O:29][CH3:30])[C:25]([O:26][CH3:27])=[CH:24][C:21]=2[O:22][CH3:23])[C:3]2[C:4](=[CH:6][C:7]([Cl:9])=[CH:8][C:2]=2[Cl:1])[NH:5]1)=[O:35])[CH3:11], predict the reactants needed to synthesize it. The reactants are: [Cl:1][C:2]1[CH:3]=[C:4]([CH:6]=[C:7]([Cl:9])[CH:8]=1)[NH2:5].[CH2:10](C(=O)C([O-])=O)[CH3:11].[CH3:17]/[CH:18]=[CH:19]\[C:20]1[CH:31]=[C:28]([O:29][CH3:30])[C:25]([O:26][CH3:27])=[CH:24][C:21]=1[O:22][CH3:23].F[C:33](F)(F)[C:34]([OH:36])=[O:35]. (2) Given the product [ClH:25].[ClH:36].[ClH:1].[Cl:60][C:40]1[C:41]([C:43]2[S:47][C:46]3[CH:48]=[C:49]([C:52]([N:54]4[CH2:59][CH2:58][O:57][CH2:56][CH2:55]4)=[O:53])[CH:50]=[CH:51][C:45]=3[CH:44]=2)=[N:42][C:37]([NH:26][CH2:27][CH2:28][CH2:29][N:30]2[CH2:35][CH2:34][NH:33][CH2:32][CH2:31]2)=[N:38][CH:39]=1, predict the reactants needed to synthesize it. The reactants are: [ClH:1].Cl.Cl.C1(NC(C2C3C=C(C4C([Cl:25])=CN=C([NH:26][CH2:27][CH2:28][CH2:29][N:30]5[CH2:35][CH2:34][NH:33][CH2:32][CH2:31]5)N=4)SC=3C=CC=2)=O)CC1.[Cl:36][C:37]1[N:42]=[C:41]([C:43]2[S:47][C:46]3[CH:48]=[C:49]([C:52]([N:54]4[CH2:59][CH2:58][O:57][CH2:56][CH2:55]4)=[O:53])[CH:50]=[CH:51][C:45]=3[CH:44]=2)[C:40]([Cl:60])=[CH:39][N:38]=1.C(OC(N1CCN(CCCN)CC1)=O)(C)(C)C. (3) Given the product [Cl-:15].[CH3:19][C:18]([CH3:21])([CH3:20])[C:17](=[O:22])[CH2:16][N+:11]1[CH:12]=[CH:13][N:9]([C:2]2[C:3]([CH3:8])=[CH:4][C:5]([CH3:7])=[CH:6][C:1]=2[CH3:14])[CH:10]=1, predict the reactants needed to synthesize it. The reactants are: [C:1]1([CH3:14])[CH:6]=[C:5]([CH3:7])[CH:4]=[C:3]([CH3:8])[C:2]=1[N:9]1[CH:13]=[CH:12][N:11]=[CH:10]1.[Cl:15][CH2:16][C:17](=[O:22])[C:18]([CH3:21])([CH3:20])[CH3:19]. (4) Given the product [C:13]([O:12][C:10]([NH:9][C@H:8]([C:17]([O:19][CH3:20])=[O:18])[CH2:7][C:5]1[S:6][C:2]([CH:39]=[CH:40][CH2:69][C:67]2[CH:68]=[CH:70][CH:66]=[C:64]([N:31]([C:32]([O:33][C:34]([CH3:37])([CH3:36])[CH3:35])=[O:38])[CH3:30])[N:63]=2)=[CH:3][CH:4]=1)=[O:11])([CH3:16])([CH3:15])[CH3:14], predict the reactants needed to synthesize it. The reactants are: Br[C:2]1[S:6][C:5]([CH2:7][C@@H:8]([C:17]([O:19][CH3:20])=[O:18])[NH:9][C:10]([O:12][C:13]([CH3:16])([CH3:15])[CH3:14])=[O:11])=[CH:4][CH:3]=1.C(C1N=C([CH2:30][NH:31][C:32](=[O:38])[O:33][C:34]([CH3:37])([CH3:36])[CH3:35])C=CC=1)C=C.[CH3:39][C:40]1C(P(C2C(C)=CC=CC=2)C2C(C)=CC=CC=2)=CC=CC=1.CC[N:63]([CH:67]([CH3:69])[CH3:68])[CH:64]([CH3:66])C.[C:70](#N)C.